Dataset: Forward reaction prediction with 1.9M reactions from USPTO patents (1976-2016). Task: Predict the product of the given reaction. (1) The product is: [CH2:1]([O:3][C:4]1[CH:5]=[C:6]([CH:27]=[CH:28][CH:29]=1)[C:7]([C:9]1[C:18]2[C:13](=[CH:14][C:15]([O:21][CH2:22][CH2:23][OH:24])=[C:16]([O:19][CH3:20])[CH:17]=2)[C:12]([C:25]([OH:32])=[O:26])=[CH:11][N:10]=1)=[O:8])[CH3:2]. Given the reactants [CH2:1]([O:3][C:4]1[CH:5]=[C:6]([CH:27]=[CH:28][CH:29]=1)[C:7]([C:9]1[C:18]2[C:13](=[CH:14][C:15]([O:21][CH2:22][CH2:23][OH:24])=[C:16]([O:19][CH3:20])[CH:17]=2)[C:12]([CH:25]=[O:26])=[CH:11][N:10]=1)=[O:8])[CH3:2].O.P([O-])(O)(O)=[O:32].[Na+].CC(=CC)C.Cl([O-])=O.[Na+], predict the reaction product. (2) Given the reactants [CH3:1][O:2][CH2:3][CH2:4][NH:5][CH:6]1[CH2:11][CH2:10][N:9](C(OCC2C=CC=CC=2)=O)[CH2:8][CH2:7]1, predict the reaction product. The product is: [CH3:1][O:2][CH2:3][CH2:4][NH:5][CH:6]1[CH2:11][CH2:10][NH:9][CH2:8][CH2:7]1.